Dataset: Reaction yield outcomes from USPTO patents with 853,638 reactions. Task: Predict the reaction yield, written as a fraction of the theoretical maximum amount of product (1.0 means a 100% yield; for example, 0.34 means a 34% yield). (1) The reactants are [Br:1][C:2]1[CH:3]=[CH:4][C:5]2[N:9]=[CH:8][NH:7][C:6]=2[C:10]=1[O:11][CH3:12].[O:13]1[CH:18]=[CH:17][CH2:16][CH2:15][CH2:14]1.C1(C)C=CC(S([O-])(=O)=O)=CC=1.[NH+]1C=CC=CC=1. The catalyst is CCOC(C)=O. The product is [Br:1][C:2]1[CH:3]=[CH:4][C:5]2[N:9]([CH:14]3[CH2:15][CH2:16][CH2:17][CH2:18][O:13]3)[CH:8]=[N:7][C:6]=2[C:10]=1[O:11][CH3:12]. The yield is 0.600. (2) The reactants are Br[C:2]1[CH:20]=[CH:19][C:5]([O:6][CH2:7][CH2:8][O:9][C:10]2[C:15]([Cl:16])=[CH:14][C:13]([CH3:17])=[CH:12][C:11]=2[Cl:18])=[CH:4][CH:3]=1.[Li]CCCC.[CH3:26][O:27][C:28]([C:30]1[CH2:31][N:32]([C:44]([O:46][C:47]([CH3:50])([CH3:49])[CH3:48])=[O:45])[CH2:33][CH2:34][C:35]=1OS(C(F)(F)F)(=O)=O)=[O:29].[NH4+].[Cl-]. The catalyst is C1COCC1.[Cl-].[Cl-].[Zn+2].C1C=CC([P]([Pd]([P](C2C=CC=CC=2)(C2C=CC=CC=2)C2C=CC=CC=2)([P](C2C=CC=CC=2)(C2C=CC=CC=2)C2C=CC=CC=2)[P](C2C=CC=CC=2)(C2C=CC=CC=2)C2C=CC=CC=2)(C2C=CC=CC=2)C2C=CC=CC=2)=CC=1. The product is [CH3:26][O:27][C:28]([C:30]1[CH2:31][N:32]([C:44]([O:46][C:47]([CH3:50])([CH3:49])[CH3:48])=[O:45])[CH2:33][CH2:34][C:35]=1[C:2]1[CH:20]=[CH:19][C:5]([O:6][CH2:7][CH2:8][O:9][C:10]2[C:15]([Cl:16])=[CH:14][C:13]([CH3:17])=[CH:12][C:11]=2[Cl:18])=[CH:4][CH:3]=1)=[O:29]. The yield is 1.00. (3) The reactants are [Cl:1][C:2]1[N:10](CC=C)[C:9]2[C:8](=[O:14])[N:7]([CH3:15])[C:6](=[O:16])[NH:5][C:4]=2[N:3]=1.C(=O)([O-])[O-].[Na+].[Na+].[CH2:23](I)[CH2:24][CH2:25][CH2:26][CH2:27][CH3:28].N1CCOCC1. The catalyst is CN(C=O)C.CCOC(C)=O.C1C=CC([P]([Pd]([P](C2C=CC=CC=2)(C2C=CC=CC=2)C2C=CC=CC=2)([P](C2C=CC=CC=2)(C2C=CC=CC=2)C2C=CC=CC=2)[P](C2C=CC=CC=2)(C2C=CC=CC=2)C2C=CC=CC=2)(C2C=CC=CC=2)C2C=CC=CC=2)=CC=1. The product is [Cl:1][C:2]1[NH:10][C:9]2[C:8](=[O:14])[N:7]([CH3:15])[C:6](=[O:16])[N:5]([CH2:23][CH2:24][CH2:25][CH2:26][CH2:27][CH3:28])[C:4]=2[N:3]=1. The yield is 0.540.